From a dataset of Reaction yield outcomes from USPTO patents with 853,638 reactions. Predict the reaction yield, written as a fraction of the theoretical maximum amount of product (1.0 means a 100% yield; for example, 0.34 means a 34% yield). (1) The reactants are [C:1]([C:5]1[CH:10]=[CH:9][C:8]([C:11]2[CH:12]=[C:13]([CH:17]3[CH2:26][C:25]([CH3:28])([CH3:27])[C:24]4[C:19](=[CH:20][CH:21]=[C:22]([C:29]([OH:31])=O)[CH:23]=4)[NH:18]3)[CH:14]=[N:15][CH:16]=2)=[CH:7][CH:6]=1)([CH3:4])([CH3:3])[CH3:2].[CH3:32][S:33]([NH2:36])(=[O:35])=[O:34]. The catalyst is CN(C)C1C=CN=CC=1.ClCCl. The product is [C:1]([C:5]1[CH:6]=[CH:7][C:8]([C:11]2[CH:12]=[C:13]([CH:17]3[CH2:26][C:25]([CH3:28])([CH3:27])[C:24]4[C:19](=[CH:20][CH:21]=[C:22]([C:29]([NH:36][S:33]([CH3:32])(=[O:35])=[O:34])=[O:31])[CH:23]=4)[NH:18]3)[CH:14]=[N:15][CH:16]=2)=[CH:9][CH:10]=1)([CH3:2])([CH3:4])[CH3:3]. The yield is 0.200. (2) The reactants are [N:1]([C@@H:4]([CH2:24][C:25]1[CH:30]=[CH:29][C:28]([O:31][CH2:32][CH2:33][OH:34])=[CH:27][CH:26]=1)[C:5]([NH:7][C@@H:8]([CH2:13][C:14]1[CH:19]=[CH:18][C:17]([C:20]([F:23])([F:22])[F:21])=[CH:16][CH:15]=1)[C:9]([O:11][CH3:12])=[O:10])=[O:6])=[N+:2]=[N-:3].C(N(CC)CC)C.[C:42]1([CH3:62])[CH:47]=[CH:46][C:45]([S:48](O[S:48]([C:45]2[CH:46]=[CH:47][C:42]([CH3:62])=[CH:43][CH:44]=2)(=[O:50])=[O:49])(=[O:50])=[O:49])=[CH:44][CH:43]=1. The catalyst is C(Cl)Cl. The product is [N:1]([C@@H:4]([CH2:24][C:25]1[CH:26]=[CH:27][C:28]([O:31][CH2:32][CH2:33][O:34][S:48]([C:45]2[CH:46]=[CH:47][C:42]([CH3:62])=[CH:43][CH:44]=2)(=[O:50])=[O:49])=[CH:29][CH:30]=1)[C:5]([NH:7][C@@H:8]([CH2:13][C:14]1[CH:19]=[CH:18][C:17]([C:20]([F:22])([F:21])[F:23])=[CH:16][CH:15]=1)[C:9]([O:11][CH3:12])=[O:10])=[O:6])=[N+:2]=[N-:3]. The yield is 0.900. (3) The reactants are [CH3:1][C:2]1[N:3]=[CH:4][O:5][C:6]=1[C:7]([OH:9])=O.O1CCCC1.C(Cl)(=O)C(Cl)=O.[NH2:21][C:22]1[CH:23]=[C:24]([CH:41]=[CH:42][C:43]=1[F:44])[O:25][C:26]1[CH:27]=[CH:28][C:29]2[N:30]([CH:32]=[C:33]([NH:35][C:36]([CH:38]3[CH2:40][CH2:39]3)=[O:37])[N:34]=2)[N:31]=1. The catalyst is CN(C)C=O.CN(C)C(=O)C. The product is [CH:38]1([C:36]([NH:35][C:33]2[N:34]=[C:29]3[CH:28]=[CH:27][C:26]([O:25][C:24]4[CH:41]=[CH:42][C:43]([F:44])=[C:22]([NH:21][C:7]([C:6]5[O:5][CH:4]=[N:3][C:2]=5[CH3:1])=[O:9])[CH:23]=4)=[N:31][N:30]3[CH:32]=2)=[O:37])[CH2:39][CH2:40]1. The yield is 0.840. (4) The reactants are [Cl-].O[NH3+:3].[C:4](=[O:7])([O-])[OH:5].[Na+].CS(C)=O.[Si]([O:20][CH2:21][C:22]([CH3:54])([CH3:53])[CH2:23][N:24]1[C:29](=[O:30])[C:28]([CH2:31][C:32]2[CH:37]=[CH:36][C:35]([C:38]3[C:39]([C:44]#[N:45])=[CH:40][CH:41]=[CH:42][CH:43]=3)=[CH:34][CH:33]=2)=[C:27]([CH2:46][CH2:47][CH3:48])[N:26]2[N:49]=[C:50]([CH3:52])[N:51]=[C:25]12)(C(C)(C)C)(C)C. The catalyst is O.C(OCC)(=O)C. The product is [OH:20][CH2:21][C:22]([CH3:53])([CH3:54])[CH2:23][N:24]1[C:29](=[O:30])[C:28]([CH2:31][C:32]2[CH:33]=[CH:34][C:35]([C:38]3[CH:43]=[CH:42][CH:41]=[CH:40][C:39]=3[C:44]3[NH:45][C:4](=[O:7])[O:5][N:3]=3)=[CH:36][CH:37]=2)=[C:27]([CH2:46][CH2:47][CH3:48])[N:26]2[N:49]=[C:50]([CH3:52])[N:51]=[C:25]12. The yield is 0.560. (5) The reactants are [OH:1][C:2]1[CH:9]=[CH:8][C:7]([N+:10]([O-:12])=[O:11])=[CH:6][C:3]=1[CH:4]=O.[CH3:13][O:14][CH2:15][CH2:16][O:17][CH2:18]OCl.[CH3:21][O:22][C:23]1[CH:24]=[C:25]([CH:29]=[CH:30][C:31]=1[O:32][CH3:33])[CH2:26][C:27]#[N:28]. No catalyst specified. The product is [CH3:21][O:22][C:23]1[CH:24]=[C:25](/[C:26](=[CH:4]/[C:3]2[CH:6]=[C:7]([N+:10]([O-:12])=[O:11])[CH:8]=[CH:9][C:2]=2[O:1][CH2:18][O:17][CH2:16][CH2:15][O:14][CH3:13])/[C:27]#[N:28])[CH:29]=[CH:30][C:31]=1[O:32][CH3:33]. The yield is 0.400. (6) The reactants are Br[C:2]1[CH:3]=[C:4]2[C:10]([C:11]3[CH:16]=[CH:15][CH:14]=[CH:13][C:12]=3[O:17][CH3:18])=[CH:9][NH:8][C:5]2=[N:6][CH:7]=1.[CH3:19][C:20]1[C:24](B(O)O)=[C:23]([CH3:28])[O:22][N:21]=1.ClCCl.C(=O)([O-])[O-].[Na+].[Na+]. The catalyst is O.CO.ClCCl.C(#N)C. The product is [CH3:19][C:20]1[C:24]([C:2]2[CH:3]=[C:4]3[C:10]([C:11]4[CH:16]=[CH:15][CH:14]=[CH:13][C:12]=4[O:17][CH3:18])=[CH:9][NH:8][C:5]3=[N:6][CH:7]=2)=[C:23]([CH3:28])[O:22][N:21]=1. The yield is 0.710.